From a dataset of Experimentally validated miRNA-target interactions with 360,000+ pairs, plus equal number of negative samples. Binary Classification. Given a miRNA mature sequence and a target amino acid sequence, predict their likelihood of interaction. (1) The miRNA is hsa-miR-509-3-5p with sequence UACUGCAGACGUGGCAAUCAUG. The protein sequence of the target gene is MEKTESFCPEVPPQDCGASPRPSLRSLPKNQGSLLQFDRQAPGRISTSPTLRRLRTRGCGTRQDAWQVTTWGSWGAPVGFPCYLSKSLPGSPKDSSHLLSPLRLHSRLTSEPERALNAADSLEPQTRPTDKYLPPELQPVNEGSLHQASLRQQEGHFLPSPTLRHPSPQGEELHPSRCVCIYFLRCYDIC. Result: 0 (no interaction). (2) The miRNA is hsa-miR-335-5p with sequence UCAAGAGCAAUAACGAAAAAUGU. The protein sequence of the target gene is MGAQDRPQCHFDIEINREPVGRIMFQLFSDICPKTCKNFLCLCSGEKGLGKTTGKKLCYKGSTFHRVVKNFMIQGGDFSEGNGKGGESIYGGYFKDENFILKHDRAFLLSMANRGKHTNGSQFFITTKPAPHLDGVHVVFGLVISGFEVIEQIENLKTDAASRPYADVRVIDCGVLATKSIKDVFEKKRKKPTHSEGSDSSSNSSSSSESSSESELEHERSRRRKHKRRPKVKRSKKRRKEASSSEEPRNKHAMNPKGHSERSDTNEKRSVDSSAKREKPVVRPEEIPPVPENRFLLRRD.... Result: 1 (interaction). (3) The miRNA is hsa-miR-588 with sequence UUGGCCACAAUGGGUUAGAAC. The protein sequence of the target gene is MISPAWSLFLIGTKIGLFFQVAPLSVVAKSCPSVCRCDAGFIYCNDRSLTSIPVGIPEDATTLYLQNNQINNVGIPSDLKNLLKVQRIYLYHNSLDEFPTNLPKYVKELHLQENNIRTITYDSLSKIPYLEELHLDDNSVSAVSIEEGAFRDSNYLRLLFLSRNHLSTIPGGLPRTIEELRLDDNRISTISSPSLHGLTSLKRLVLDGNLLNNHGLGDKVFFNLVNLTELSLVRNSLTAAPVNLPGTSLRKLYLQDNHINRVPPNAFSYLRQLYRLDMSNNNLSNLPQGIFDDLDNITQL.... Result: 0 (no interaction).